Dataset: Reaction yield outcomes from USPTO patents with 853,638 reactions. Task: Predict the reaction yield, written as a fraction of the theoretical maximum amount of product (1.0 means a 100% yield; for example, 0.34 means a 34% yield). The yield is 0.880. The reactants are [Cl:1][C:2]1[N:7]=[C:6](Cl)[C:5]([O:9][CH3:10])=[C:4]([Cl:11])[N:3]=1.[NH3:12].O. The product is [Cl:1][C:2]1[N:7]=[C:6]([NH2:12])[C:5]([O:9][CH3:10])=[C:4]([Cl:11])[N:3]=1. The catalyst is CS(C)=O.